This data is from Forward reaction prediction with 1.9M reactions from USPTO patents (1976-2016). The task is: Predict the product of the given reaction. (1) Given the reactants Br[C:2]1[CH:3]=[C:4]([CH:19]=[C:20]([F:22])[CH:21]=1)[O:5][CH:6]1[CH2:11][CH2:10][N:9]([C:12]([O:14][C:15]([CH3:18])([CH3:17])[CH3:16])=[O:13])[CH2:8][CH2:7]1.C([Li])CCC.CCCCCC.CN(C)[CH:36]=[O:37], predict the reaction product. The product is: [F:22][C:20]1[CH:19]=[C:4]([CH:3]=[C:2]([CH:36]=[O:37])[CH:21]=1)[O:5][CH:6]1[CH2:11][CH2:10][N:9]([C:12]([O:14][C:15]([CH3:18])([CH3:17])[CH3:16])=[O:13])[CH2:8][CH2:7]1. (2) Given the reactants [Cl:1][C:2]1[CH:7]=[C:6]([Cl:8])[CH:5]=[C:4]([Cl:9])[C:3]=1[N:10]1[C:14]2=[N:15][C:16]([CH2:20][C:21]3[CH:26]=[CH:25][C:24]([NH:27][C:28](=[O:31])[CH2:29]Cl)=[CH:23][CH:22]=3)=[N:17][C:18](=[O:19])[C:13]2=[C:12]([CH:32]([CH3:34])[CH3:33])[NH:11]1.[NH:35]1[CH2:40][CH2:39][NH:38][CH2:37][CH2:36]1.O, predict the reaction product. The product is: [Cl:9][C:4]1[CH:5]=[C:6]([Cl:8])[CH:7]=[C:2]([Cl:1])[C:3]=1[N:10]1[C:14]2=[N:15][C:16]([CH2:20][C:21]3[CH:26]=[CH:25][C:24]([NH:27][C:28]([CH2:29][N:35]4[CH2:40][CH2:39][NH:38][CH2:37][CH2:36]4)=[O:31])=[CH:23][CH:22]=3)=[N:17][C:18](=[O:19])[C:13]2=[C:12]([CH:32]([CH3:34])[CH3:33])[NH:11]1. (3) Given the reactants O1CCCC1.[CH3:6][C:7]1[C:11]([C:12]2[CH:17]=[C:16]([OH:18])[CH:15]=[CH:14][C:13]=2[CH2:19][CH2:20][C:21]([O:23]CC)=[O:22])=[C:10]([CH3:26])[O:9][N:8]=1.CCO.[OH-].[Na+], predict the reaction product. The product is: [CH3:6][C:7]1[C:11]([C:12]2[CH:17]=[C:16]([OH:18])[CH:15]=[CH:14][C:13]=2[CH2:19][CH2:20][C:21]([OH:23])=[O:22])=[C:10]([CH3:26])[O:9][N:8]=1. (4) Given the reactants [Cl:1][C:2]1[CH:7]=[CH:6][C:5]([CH:8]2[N:12]([C:13]3[CH:14]=[C:15]([O:23][CH3:24])[C:16]4[N:17]([C:19]([CH3:22])=[N:20][N:21]=4)[CH:18]=3)[C:11](=[O:25])[C:10](=O)[CH:9]2[C:27](=O)[CH2:28][CH3:29])=[CH:4][CH:3]=1.[CH3:31][NH:32][NH2:33], predict the reaction product. The product is: [Cl:1][C:2]1[CH:3]=[CH:4][C:5]([CH:8]2[C:9]3[C:27]([CH2:28][CH3:29])=[N:33][N:32]([CH3:31])[C:10]=3[C:11](=[O:25])[N:12]2[C:13]2[CH:14]=[C:15]([O:23][CH3:24])[C:16]3[N:17]([C:19]([CH3:22])=[N:20][N:21]=3)[CH:18]=2)=[CH:6][CH:7]=1. (5) Given the reactants [OH:1][CH:2]([C:11]1[CH:16]=[CH:15][C:14]([CH2:17][O:18][Si:19]([CH:26]([CH3:28])[CH3:27])([CH:23]([CH3:25])[CH3:24])[CH:20]([CH3:22])[CH3:21])=[CH:13][CH:12]=1)[C:3]1[CH:4]=[C:5]([CH:8]=[CH:9][CH:10]=1)[C:6]#[N:7].CC(OI1(OC(C)=O)(OC(C)=O)OC(=O)C2C=CC=CC1=2)=O.ClCCl, predict the reaction product. The product is: [CH:26]([Si:19]([CH:20]([CH3:22])[CH3:21])([CH:23]([CH3:25])[CH3:24])[O:18][CH2:17][C:14]1[CH:13]=[CH:12][C:11]([C:2]([C:3]2[CH:4]=[C:5]([CH:8]=[CH:9][CH:10]=2)[C:6]#[N:7])=[O:1])=[CH:16][CH:15]=1)([CH3:28])[CH3:27]. (6) Given the reactants I[C:2]1[CH:3]=[C:4]2[C:9](=[O:10])[NH:8][CH2:7][CH:6]([CH2:11][C:12]([O:14][CH2:15][CH3:16])=[O:13])[N:5]2[CH:17]=1.[Cl:18][C:19]1[CH:20]=[C:21](B(O)O)[CH:22]=[CH:23][CH:24]=1.C(=O)([O-])[O-].[Cs+].[Cs+].ClCCl, predict the reaction product. The product is: [Cl:18][C:19]1[CH:24]=[C:23]([C:2]2[CH:3]=[C:4]3[C:9](=[O:10])[NH:8][CH2:7][CH:6]([CH2:11][C:12]([O:14][CH2:15][CH3:16])=[O:13])[N:5]3[CH:17]=2)[CH:22]=[CH:21][CH:20]=1. (7) Given the reactants Cl[C:2]1[C:3]2[C:4](=[CH:13][N:14](CC3C=CC(OC)=CC=3)[N:15]=2)[N:5]=[C:6]([C:8]2[CH:12]=[CH:11][S:10][CH:9]=2)[N:7]=1.[C:25]1([NH2:32])[CH:30]=[CH:29][CH:28]=[C:27]([NH2:31])[CH:26]=1.Cl, predict the reaction product. The product is: [S:10]1[CH:11]=[CH:12][C:8]([C:6]2[N:7]=[C:2]([NH:31][C:27]3[CH:28]=[CH:29][CH:30]=[C:25]([NH2:32])[CH:26]=3)[C:3]3[NH:15][N:14]=[CH:13][C:4]=3[N:5]=2)=[CH:9]1. (8) The product is: [SH:4][CH2:5][CH2:6][CH2:7][CH2:8][CH2:9][CH2:10][CH2:11][CH2:12][CH2:13][CH2:14][CH2:15][CH2:16][Br:17]. Given the reactants CC([S:4][CH2:5][CH2:6][CH2:7][CH2:8][CH2:9][CH2:10][CH2:11][CH2:12][CH2:13][CH2:14][CH2:15][CH2:16][Br:17])=O.C([O-])([O-])=O.[K+].[K+].Cl, predict the reaction product. (9) Given the reactants [NH:1]1[CH2:11][CH2:10][CH:4]([C:5]([O:7][CH2:8][CH3:9])=[O:6])[CH2:3][CH2:2]1.Cl[C:13]1[S:17][N:16]=[C:15]([C:18]2[CH:23]=[CH:22][CH:21]=[CH:20][CH:19]=2)[N:14]=1.C(N(CC)CC)C.O, predict the reaction product. The product is: [C:18]1([C:15]2[N:14]=[C:13]([N:1]3[CH2:2][CH2:3][CH:4]([C:5]([O:7][CH2:8][CH3:9])=[O:6])[CH2:10][CH2:11]3)[S:17][N:16]=2)[CH:19]=[CH:20][CH:21]=[CH:22][CH:23]=1. (10) Given the reactants C(=O)(O[CH:4]1[C:13]2[CH:12]=[C:11]3[O:14][CH:15](CC4C=CC=CC=4)[O:16][C:10]3=[CH:9][C:8]=2[N:7]([C:24](=[O:26])[CH3:25])[CH:6]([CH3:27])[CH2:5]1)N.C([O-])=O.[NH4+:32].[H][H], predict the reaction product. The product is: [NH2:32][CH:4]1[C:13]2[CH:12]=[C:11]3[O:14][CH2:15][O:16][C:10]3=[CH:9][C:8]=2[N:7]([C:24](=[O:26])[CH3:25])[CH:6]([CH3:27])[CH2:5]1.